This data is from Full USPTO retrosynthesis dataset with 1.9M reactions from patents (1976-2016). The task is: Predict the reactants needed to synthesize the given product. (1) Given the product [Si:22]([C@@:3]1([OH:4])[C@@H:5]([CH2:6][O:7][Si:22]([C:19]([CH3:21])([CH3:20])[CH3:18])([CH3:24])[CH3:23])[O:8][C@@H:1]([N:9]2[CH:17]=[C:15]([CH3:16])[C:13](=[O:14])[NH:12][C:10]2=[O:11])[CH2:2]1)([C:19]([CH3:21])([CH3:20])[CH3:18])([CH3:24])[CH3:23], predict the reactants needed to synthesize it. The reactants are: [C@@H:1]1([N:9]2[CH:17]=[C:15]([CH3:16])[C:13](=[O:14])[NH:12][C:10]2=[O:11])[O:8][C@H:5]([CH2:6][OH:7])[C@@H:3]([OH:4])[CH2:2]1.[CH3:18][C:19]([Si:22](Cl)([CH3:24])[CH3:23])([CH3:21])[CH3:20]. (2) The reactants are: Br[C:2]1[C:3]([O:17][CH3:18])=[C:4]([C:13]([O:15][CH3:16])=[O:14])[C:5]2[N:6]=[CH:7][C:8](Cl)=[N:9][C:10]=2[CH:11]=1.C([Sn](CCCC)(CCCC)[C:24]1[S:25][CH:26]=[CH:27][N:28]=1)CCC. Given the product [CH3:18][O:17][C:3]1[C:2]([C:24]2[S:25][CH:26]=[CH:27][N:28]=2)=[CH:11][C:10]2[N:9]=[C:8]([C:24]3[S:25][CH:26]=[CH:27][N:28]=3)[CH:7]=[N:6][C:5]=2[C:4]=1[C:13]([O:15][CH3:16])=[O:14], predict the reactants needed to synthesize it. (3) Given the product [C:4]([O:3][C:1]([NH:8][C@@H:9]([CH3:10])[C:11]([N:26]([O:27][CH3:28])[CH3:25])=[O:13])=[O:2])([CH3:5])([CH3:6])[CH3:7], predict the reactants needed to synthesize it. The reactants are: [C:1]([NH:8][C@H:9]([C:11]([OH:13])=O)[CH3:10])([O:3][C:4]([CH3:7])([CH3:6])[CH3:5])=[O:2].C1C=CC2N(O)N=NC=2C=1.Cl.[CH3:25][NH:26][O:27][CH3:28].C(N(CC)CC)C.C1(N=C=NC2CCCCC2)CCCCC1. (4) Given the product [Br:26][C:16]1[CH:15]=[C:14]([CH2:13][N:6]2[C:2]([CH3:1])=[CH:3][C:4]([C:7]([O:9][CH2:10][CH3:11])=[O:8])=[N:5]2)[C:22]2[O:21][C:20]([CH:23]([CH3:24])[CH3:25])=[CH:19][C:18]=2[CH:17]=1, predict the reactants needed to synthesize it. The reactants are: [CH3:1][C:2]1[NH:6][N:5]=[C:4]([C:7]([O:9][CH2:10][CH3:11])=[O:8])[CH:3]=1.Br[CH2:13][C:14]1[C:22]2[O:21][C:20]([CH:23]([CH3:25])[CH3:24])=[CH:19][C:18]=2[CH:17]=[C:16]([Br:26])[CH:15]=1.C(=O)([O-])[O-].[K+].[K+]. (5) Given the product [NH2:22][C:5]1[C:4]([O:25][C:26]2[CH:27]=[CH:28][CH:29]=[CH:30][CH:31]=2)=[N:3][C:2]([CH3:1])=[C:7]([CH3:8])[C:6]=1[NH:9][CH2:10][CH2:11][CH2:12][CH2:13][NH:14][C:15](=[O:21])[O:16][C:17]([CH3:20])([CH3:19])[CH3:18], predict the reactants needed to synthesize it. The reactants are: [CH3:1][C:2]1[C:7]([CH3:8])=[C:6]([NH:9][CH2:10][CH2:11][CH2:12][CH2:13][NH:14][C:15](=[O:21])[O:16][C:17]([CH3:20])([CH3:19])[CH3:18])[C:5]([N+:22]([O-])=O)=[C:4]([O:25][C:26]2[CH:31]=[CH:30][CH:29]=[CH:28][CH:27]=2)[N:3]=1. (6) Given the product [ClH:1].[Cl:1][C:2]1[CH:3]=[C:4]([C:34]2[CH:39]=[CH:38][CH:37]=[C:36]([O:40][CH3:41])[CH:35]=2)[CH:5]=[CH:6][C:7]=1[S:8]([NH:11][C:12]1[CH:13]=[C:14]([NH:20][C:21](=[O:33])[C@H:22]([CH3:23])[NH:24][CH3:25])[CH:15]=[CH:16][C:17]=1[O:18][CH3:19])(=[O:10])=[O:9], predict the reactants needed to synthesize it. The reactants are: [Cl:1][C:2]1[CH:3]=[C:4]([C:34]2[CH:39]=[CH:38][CH:37]=[C:36]([O:40][CH3:41])[CH:35]=2)[CH:5]=[CH:6][C:7]=1[S:8]([NH:11][C:12]1[CH:13]=[C:14]([NH:20][C:21](=[O:33])[C@@H:22]([N:24](C)[C:25](=O)OC(C)(C)C)[CH3:23])[CH:15]=[CH:16][C:17]=1[O:18][CH3:19])(=[O:10])=[O:9]. (7) Given the product [CH:1]1([N:4]([CH:18]2[CH2:23][CH2:22][N:21]([C:24]3[N:27]=[C:28]([C:29]4[CH:34]=[CH:33][CH:32]=[CH:31][CH:30]=4)[O:26][N:25]=3)[CH2:20][CH2:19]2)[C:5](=[O:17])[C:6]2[CH:11]=[CH:10][C:9]([C:12]3[O:16][CH:15]=[N:14][CH:13]=3)=[CH:8][CH:7]=2)[CH2:3][CH2:2]1, predict the reactants needed to synthesize it. The reactants are: [CH:1]1([N:4]([CH:18]2[CH2:23][CH2:22][N:21]([C:24](=[NH:27])[NH:25][OH:26])[CH2:20][CH2:19]2)[C:5](=[O:17])[C:6]2[CH:11]=[CH:10][C:9]([C:12]3[O:16][CH:15]=[N:14][CH:13]=3)=[CH:8][CH:7]=2)[CH2:3][CH2:2]1.[C:28](Cl)(=O)[C:29]1[CH:34]=[CH:33][CH:32]=[CH:31][CH:30]=1.C(N(CC)CC)C. (8) Given the product [NH2:5][C:6]1[CH:11]=[CH:10][C:9]([C:17]#[CH:18])=[CH:8][N:7]=1, predict the reactants needed to synthesize it. The reactants are: C[Si]([NH:5][C:6]1[CH:11]=[CH:10][C:9](Br)=[CH:8][N:7]=1)(C)C.C[Si]([C:17]#[CH:18])(C)C.C(OCC)C.[NH4+].[Cl-].